This data is from Forward reaction prediction with 1.9M reactions from USPTO patents (1976-2016). The task is: Predict the product of the given reaction. (1) Given the reactants Br[CH2:2][C:3]1[CH:8]=[CH:7][C:6]([CH2:9][Br:10])=[CH:5][CH:4]=1.C(=O)([O-])[O-].[K+].[K+].[C:17]([O:21][C:22]([N:24]1[CH2:37][CH2:36][CH2:35][NH:34][CH2:33][CH2:32][N:31]([C:38]([O:40][C:41]([CH3:44])([CH3:43])[CH3:42])=[O:39])[CH2:30][CH2:29][CH2:28][N:27]([C:45]([O:47][C:48]([CH3:51])([CH3:50])[CH3:49])=[O:46])[CH2:26][CH2:25]1)=[O:23])([CH3:20])([CH3:19])[CH3:18], predict the reaction product. The product is: [Br:10][CH2:9][C:6]1[CH:7]=[CH:8][C:3]([CH2:2][N:34]2[CH2:35][CH2:36][CH2:37][N:24]([C:22]([O:21][C:17]([CH3:18])([CH3:19])[CH3:20])=[O:23])[CH2:25][CH2:26][N:27]([C:45]([O:47][C:48]([CH3:50])([CH3:49])[CH3:51])=[O:46])[CH2:28][CH2:29][CH2:30][N:31]([C:38]([O:40][C:41]([CH3:44])([CH3:43])[CH3:42])=[O:39])[CH2:32][CH2:33]2)=[CH:4][CH:5]=1. (2) Given the reactants [F:1][C:2]1[CH:3]=[C:4]([N:10]2[CH2:15][CH2:14][NH:13][CH2:12][CH2:11]2)[CH:5]=[CH:6][C:7]=1[S:8][CH3:9].[C:16]([O:20][C:21]([N:23]1[CH2:28][CH2:27][CH:26]([CH2:29][CH:30]=O)[CH2:25][CH2:24]1)=[O:22])([CH3:19])([CH3:18])[CH3:17].[BH4-].[Na+], predict the reaction product. The product is: [C:16]([O:20][C:21]([N:23]1[CH2:28][CH2:27][CH:26]([CH2:29][CH2:30][N:13]2[CH2:14][CH2:15][N:10]([C:4]3[CH:5]=[CH:6][C:7]([S:8][CH3:9])=[C:2]([F:1])[CH:3]=3)[CH2:11][CH2:12]2)[CH2:25][CH2:24]1)=[O:22])([CH3:19])([CH3:18])[CH3:17]. (3) Given the reactants [N+:1]([C:4]1[CH:9]=[CH:8][C:7]([CH:10]2[CH2:15][C:14](=[O:16])[O:13][C:12](=O)[CH2:11]2)=[CH:6][CH:5]=1)([O-:3])=[O:2].[CH3:18][NH2:19], predict the reaction product. The product is: [CH3:18][N:19]1[C:14](=[O:16])[CH2:15][CH:10]([C:7]2[CH:8]=[CH:9][C:4]([N+:1]([O-:3])=[O:2])=[CH:5][CH:6]=2)[CH2:11][C:12]1=[O:13]. (4) Given the reactants [CH3:1][N:2]([CH3:24])[C:3]1[N:11]=[CH:10][N:9]=[C:8]2[C:4]=1[N:5]=[CH:6][N:7]2[C@H:12]1[C@@H:16]2[O:17][C:18]([CH3:21])([CH3:20])[O:19][C@@H:15]2[C@@H:14]([CH2:22][OH:23])[O:13]1.[H-].[Na+].[C:27]1([CH3:37])[CH:32]=[CH:31][C:30]([S:33](Cl)(=[O:35])=[O:34])=[CH:29][CH:28]=1.O, predict the reaction product. The product is: [CH3:37][C:27]1[CH:32]=[CH:31][C:30]([S:33]([O:23][CH2:22][C@@H:14]2[C@@H:15]3[C@@H:16]([O:17][C:18]([CH3:21])([CH3:20])[O:19]3)[C@H:12]([N:7]3[CH:6]=[N:5][C:4]4[C:8]3=[N:9][CH:10]=[N:11][C:3]=4[N:2]([CH3:1])[CH3:24])[O:13]2)(=[O:35])=[O:34])=[CH:29][CH:28]=1. (5) Given the reactants [CH2:1]([C:3]1[C:4](=[O:18])[N:5]=[C:6]([C:10]2[CH:15]=[CH:14][CH:13]=[CH:12][C:11]=2[O:16][CH3:17])[NH:7][C:8]=1[CH3:9])[CH3:2].Br/[CH:20]=[CH:21]/[C:22]1[CH:27]=[CH:26][CH:25]=[CH:24][CH:23]=1, predict the reaction product. The product is: [CH2:1]([C:3]1[C:4](=[O:18])[N:5](/[CH:20]=[CH:21]/[C:22]2[CH:27]=[CH:26][CH:25]=[CH:24][CH:23]=2)[C:6]([C:10]2[CH:15]=[CH:14][CH:13]=[CH:12][C:11]=2[O:16][CH3:17])=[N:7][C:8]=1[CH3:9])[CH3:2]. (6) Given the reactants [N:1]1[C:10]2[CH:9]=[CH:8][CH:7]=[C:6]([C:11]#[N:12])[C:5]=2[CH:4]=[CH:3][CH:2]=1.C1C=C(Cl)C=C(C(OO)=[O:21])C=1, predict the reaction product. The product is: [C:11]([C:6]1[CH:7]=[CH:8][CH:9]=[C:10]2[C:5]=1[CH:4]=[CH:3][CH:2]=[N+:1]2[O-:21])#[N:12].